Task: Predict the reaction yield, written as a fraction of the theoretical maximum amount of product (1.0 means a 100% yield; for example, 0.34 means a 34% yield).. Dataset: Reaction yield outcomes from USPTO patents with 853,638 reactions (1) The reactants are CON(C)[C:4]([C:6]1[C:7]2[C:29]([CH3:30])=[N:28][N:27]([CH:31]3[CH2:36][CH2:35][CH2:34][CH2:33][O:32]3)[C:8]=2[N:9]=[C:10]([C:12]2[CH:17]=[CH:16][C:15]([O:18][CH2:19][C:20]3[CH:25]=[CH:24][CH:23]=[CH:22][CH:21]=3)=[CH:14][C:13]=2[F:26])[CH:11]=1)=[O:5].C[Mg]Br.[Cl-].[NH4+]. The catalyst is C1COCC1. The product is [CH2:19]([O:18][C:15]1[CH:16]=[CH:17][C:12]([C:10]2[N:9]=[C:8]3[N:27]([CH:31]4[CH2:36][CH2:35][CH2:34][CH2:33][O:32]4)[N:28]=[C:29]([CH3:30])[C:7]3=[C:6]([CH:4]=[O:5])[CH:11]=2)=[C:13]([F:26])[CH:14]=1)[C:20]1[CH:25]=[CH:24][CH:23]=[CH:22][CH:21]=1. The yield is 1.00. (2) No catalyst specified. The product is [I:1][C:2]1[CH:10]=[CH:9][CH:8]=[C:7]([CH3:11])[C:3]=1[C:4]([O:6][CH3:16])=[O:5]. The reactants are [I:1][C:2]1[CH:10]=[CH:9][CH:8]=[C:7]([CH3:11])[C:3]=1[C:4]([OH:6])=[O:5].O=S(Cl)Cl.[CH2:16](Cl)Cl. The yield is 0.500. (3) The reactants are [N:1]1[CH:6]=[CH:5][CH:4]=[CH:3][C:2]=1[C:7]1[N:11]=[C:10]([C:12]2[CH:17]=[C:16]([C:18]#[N:19])[CH:15]=[C:14](Br)[CH:13]=2)[O:9][N:8]=1.B1([C:27]2[CH:32]=[CH:31][CH:30]=[N:29][CH:28]=2)OCCCO1.COCCOC.C(=O)([O-])[O-].[Na+].[Na+]. The catalyst is CCCCCC.C(OCC)C.C1C=CC([P]([Pd]([P](C2C=CC=CC=2)(C2C=CC=CC=2)C2C=CC=CC=2)([P](C2C=CC=CC=2)(C2C=CC=CC=2)C2C=CC=CC=2)[P](C2C=CC=CC=2)(C2C=CC=CC=2)C2C=CC=CC=2)(C2C=CC=CC=2)C2C=CC=CC=2)=CC=1.C(OCC)(=O)C. The product is [N:1]1[CH:6]=[CH:5][CH:4]=[CH:3][C:2]=1[C:7]1[N:11]=[C:10]([C:12]2[CH:13]=[C:14]([C:27]3[CH:28]=[N:29][CH:30]=[CH:31][CH:32]=3)[CH:15]=[C:16]([C:18]#[N:19])[CH:17]=2)[O:9][N:8]=1. The yield is 0.220. (4) The reactants are CCCCCC.C([Li])CCC.[C:12]([CH:14]1[CH2:16][CH2:15]1)#[CH:13].Cl[C:18]([O:20][CH3:21])=[O:19].[Cl-].[NH4+]. The catalyst is C1COCC1. The product is [CH:14]1([C:12]#[C:13][C:18]([O:20][CH3:21])=[O:19])[CH2:16][CH2:15]1. The yield is 0.650.